This data is from Catalyst prediction with 721,799 reactions and 888 catalyst types from USPTO. The task is: Predict which catalyst facilitates the given reaction. (1) Reactant: [NH:1]1[C:9]2[C:4](=[C:5]([NH2:10])[CH:6]=[CH:7][CH:8]=2)[CH:3]=[CH:2]1.Cl.Cl[CH2:13][CH2:14][NH:15][CH2:16][CH2:17]Cl.C([O-])([O-])=O.[Na+].[Na+]. Product: [N:10]1([C:5]2[CH:6]=[CH:7][CH:8]=[C:9]3[C:4]=2[CH:3]=[CH:2][NH:1]3)[CH2:17][CH2:16][NH:15][CH2:14][CH2:13]1. The catalyst class is: 41. (2) Reactant: [NH2:1][C:2]1[NH:6][N:5]=[CH:4][C:3]=1[C:7]([C:9]1[S:10][CH:11]=[CH:12][CH:13]=1)=[O:8].CN(C)[CH:16]=[CH:17][C:18]([C:20]1[CH:21]=[CH:22][C:23]([F:32])=[C:24]([N:26]([CH3:31])[S:27]([CH3:30])(=[O:29])=[O:28])[CH:25]=1)=O.C(OCC)(=O)C. Product: [F:32][C:23]1[CH:22]=[CH:21][C:20]([C:18]2[N:6]3[N:5]=[CH:4][C:3]([C:7]([C:9]4[S:10][CH:11]=[CH:12][CH:13]=4)=[O:8])=[C:2]3[N:1]=[CH:16][CH:17]=2)=[CH:25][C:24]=1[N:26]([CH3:31])[S:27]([CH3:30])(=[O:29])=[O:28]. The catalyst class is: 15. (3) Reactant: [Br:1][C:2]1[CH:3]=[C:4]([CH2:7][NH2:8])[NH:5][CH:6]=1.N1([C:14](N2C=CN=C2)=[O:15])C=CN=C1.[H-].[Na+]. Product: [Br:1][C:2]1[CH:3]=[C:4]2[CH2:7][NH:8][C:14](=[O:15])[N:5]2[CH:6]=1. The catalyst class is: 1. (4) Reactant: [C:1]([O:5][C:6]([N:8]1[CH2:13][CH2:12][C:11](O)([C:14]2[S:41][C:17]3[N:18]=[CH:19][N:20]=[C:21]([C:22]4[CH:27]=[CH:26][CH:25]=[C:24]([NH:28][C:29](=[O:40])[C:30]5[CH:35]=[CH:34][CH:33]=[C:32]([C:36]([F:39])([F:38])[F:37])[CH:31]=5)[CH:23]=4)[C:16]=3[CH:15]=2)[CH2:10][CH2:9]1)=[O:7])([CH3:4])([CH3:3])[CH3:2].CS(Cl)(=O)=O.N1C=CC=CC=1. Product: [F:39][C:36]([F:37])([F:38])[C:32]1[CH:31]=[C:30]([CH:35]=[CH:34][CH:33]=1)[C:29]([NH:28][C:24]1[CH:23]=[C:22]([C:21]2[C:16]3[CH:15]=[C:14]([C:11]4[CH2:12][CH2:13][N:8]([C:6]([O:5][C:1]([CH3:3])([CH3:4])[CH3:2])=[O:7])[CH2:9][CH:10]=4)[S:41][C:17]=3[N:18]=[CH:19][N:20]=2)[CH:27]=[CH:26][CH:25]=1)=[O:40]. The catalyst class is: 2.